This data is from HIV replication inhibition screening data with 41,000+ compounds from the AIDS Antiviral Screen. The task is: Binary Classification. Given a drug SMILES string, predict its activity (active/inactive) in a high-throughput screening assay against a specified biological target. (1) The result is 0 (inactive). The drug is O=C(NCCc1c[nH]c2ccccc12)C(F)(F)C(F)(F)F. (2) The molecule is Cc1nnc2n1-c1ccc(Cl)cc1C(c1ccccc1)=[N+]([O-])C2. The result is 0 (inactive). (3) The compound is COc1ccc(C2C3=C(COC3=O)Oc3cc4c(cc32)OCO4)cc1OC. The result is 0 (inactive).